Dataset: Full USPTO retrosynthesis dataset with 1.9M reactions from patents (1976-2016). Task: Predict the reactants needed to synthesize the given product. (1) The reactants are: CC([O-])(C)C.[K+].C([O:9][C:10](=O)[CH2:11][N:12]([CH:22]([C:24]1[CH:29]=[CH:28][CH:27]=[CH:26][CH:25]=1)[CH3:23])[CH:13]([CH3:21])[CH2:14][CH2:15][C:16]([O:18][CH2:19][CH3:20])=[O:17])C. Given the product [CH3:21][CH:13]1[CH2:14][CH:15]([C:16]([O:18][CH2:19][CH3:20])=[O:17])[C:10](=[O:9])[CH2:11][N:12]1[CH:22]([C:24]1[CH:29]=[CH:28][CH:27]=[CH:26][CH:25]=1)[CH3:23], predict the reactants needed to synthesize it. (2) Given the product [Br:1][C:2]1[C:3]([CH3:10])=[C:4]([NH:9][S:25]([C:19]2[CH:20]=[CH:21][C:22]([F:24])=[CH:23][C:18]=2[F:17])(=[O:27])=[O:26])[C:5]([CH3:8])=[N:6][CH:7]=1, predict the reactants needed to synthesize it. The reactants are: [Br:1][C:2]1[C:3]([CH3:10])=[C:4]([NH2:9])[C:5]([CH3:8])=[N:6][CH:7]=1.N1C=CC=CC=1.[F:17][C:18]1[CH:23]=[C:22]([F:24])[CH:21]=[CH:20][C:19]=1[S:25](Cl)(=[O:27])=[O:26].[OH-].[Na+].Cl. (3) Given the product [F:1][C:2]1[CH:19]=[CH:18][C:5]([C:6]([C:8]2[CH:13]=[CH:12][C:11]([O:14][CH2:15][CH2:16][OH:17])=[CH:10][CH:9]=2)([OH:7])[C:20]#[CH:21])=[CH:4][CH:3]=1, predict the reactants needed to synthesize it. The reactants are: [F:1][C:2]1[CH:19]=[CH:18][C:5]([C:6]([C:8]2[CH:13]=[CH:12][C:11]([O:14][CH2:15][CH2:16][OH:17])=[CH:10][CH:9]=2)=[O:7])=[CH:4][CH:3]=1.[C-:20]#[C-:21].[Na+].[Na+]. (4) Given the product [C:1]([O:5][C:6]([NH:8][CH2:9][C:10]1[CH:11]=[CH:12][C:13]([Cl:19])=[C:14]([CH:18]=1)[C:15]([O:17][CH3:22])=[O:16])=[O:7])([CH3:4])([CH3:2])[CH3:3], predict the reactants needed to synthesize it. The reactants are: [C:1]([O:5][C:6]([NH:8][CH2:9][C:10]1[CH:11]=[CH:12][C:13]([Cl:19])=[C:14]([CH:18]=1)[C:15]([OH:17])=[O:16])=[O:7])([CH3:4])([CH3:3])[CH3:2].CI.[C:22]([O-])([O-])=O.[K+].[K+]. (5) Given the product [CH2:38]([N:37]([CH3:36])[C:28]([NH:4][C:3]1[CH:5]=[CH:6][C:7]([O:9][C:10]2[C:19]3[C:14](=[CH:15][C:16]([O:22][CH3:23])=[C:17]([O:20][CH3:21])[CH:18]=3)[N:13]=[CH:12][N:11]=2)=[CH:8][C:2]=1[Cl:1])=[O:34])[CH2:39][CH2:40][CH3:41], predict the reactants needed to synthesize it. The reactants are: [Cl:1][C:2]1[CH:8]=[C:7]([O:9][C:10]2[C:19]3[C:14](=[CH:15][C:16]([O:22][CH3:23])=[C:17]([O:20][CH3:21])[CH:18]=3)[N:13]=[CH:12][N:11]=2)[CH:6]=[CH:5][C:3]=1[NH2:4].ClC(Cl)(O[C:28](=[O:34])OC(Cl)(Cl)Cl)Cl.[CH3:36][NH:37][CH2:38][CH2:39][CH2:40][CH3:41].CO. (6) Given the product [NH2:24][CH2:23][CH2:22][N:10]1[CH:11]=[CH:12][C:13]([C:14]2[CH:15]=[CH:16][C:17]([O:20][CH3:21])=[CH:18][CH:19]=2)=[C:9]1[C:6]1[CH:7]=[CH:8][C:3]([C:1]#[N:2])=[CH:4][C:5]=1[CH3:32], predict the reactants needed to synthesize it. The reactants are: [C:1]([C:3]1[CH:8]=[CH:7][C:6]([C:9]2[N:10]([CH2:22][CH2:23][NH:24]C(=O)OC(C)(C)C)[CH:11]=[CH:12][C:13]=2[C:14]2[CH:19]=[CH:18][C:17]([O:20][CH3:21])=[CH:16][CH:15]=2)=[C:5]([CH3:32])[CH:4]=1)#[N:2]. (7) Given the product [NH:1]1[C:5]2=[N:6][CH:7]=[C:8]([C:10]3[C:11]([CH:16]([NH:26][C:40](=[O:41])[CH2:39][N:31]4[C:32]5[CH:33]6[CH2:38][CH:34]6[CH2:35][CH2:36][C:37]=5[C:29]([CH:28]([F:43])[F:27])=[N:30]4)[CH2:17][C:18]4[CH:19]=[C:20]([F:25])[CH:21]=[C:22]([F:24])[CH:23]=4)=[N:12][CH:13]=[N:14][CH:15]=3)[CH:9]=[C:4]2[CH:3]=[CH:2]1, predict the reactants needed to synthesize it. The reactants are: [NH:1]1[C:5]2=[N:6][CH:7]=[C:8]([C:10]3[C:11]([C@@H:16]([NH2:26])[CH2:17][C:18]4[CH:23]=[C:22]([F:24])[CH:21]=[C:20]([F:25])[CH:19]=4)=[N:12][CH:13]=[N:14][CH:15]=3)[CH:9]=[C:4]2[CH:3]=[CH:2]1.[F:27][CH:28]([F:43])[C:29]1[C:37]2[CH2:36][CH2:35][CH:34]3[CH2:38][CH:33]3[C:32]=2[N:31]([CH2:39][C:40](O)=[O:41])[N:30]=1.